This data is from Full USPTO retrosynthesis dataset with 1.9M reactions from patents (1976-2016). The task is: Predict the reactants needed to synthesize the given product. (1) Given the product [I:10][C:11]1[CH:18]=[CH:17][C:9]([CH2:2][O:3][CH2:4][C@H:5]([OH:6])[CH2:7][OH:8])=[CH:13][CH:12]=1, predict the reactants needed to synthesize it. The reactants are: C[C:2]1([CH3:9])[O:6][C@@H:5]([CH2:7][OH:8])[CH2:4][O:3]1.[I:10][C:11]1[CH:18]=[CH:17]C(CBr)=[CH:13][CH:12]=1.[OH-].[K+].O. (2) The reactants are: Cl[C:2]1[N:7]=[C:6]([NH:8][C:9]2[CH:13]=[C:12]([CH:14]3[CH2:16][CH2:15]3)[NH:11][N:10]=2)[C:5]([N+:17]([O-:19])=[O:18])=[CH:4][CH:3]=1.Cl.[F:21][C:22]1[CH:23]=[N:24][C:25]([C@@H:28]([NH2:30])[CH3:29])=[N:26][CH:27]=1.C(N(C(C)C)CC)(C)C. Given the product [CH:14]1([C:12]2[NH:11][N:10]=[C:9]([NH:8][C:6]3[C:5]([N+:17]([O-:19])=[O:18])=[CH:4][CH:3]=[C:2]([NH:30][C@H:28]([C:25]4[N:26]=[CH:27][C:22]([F:21])=[CH:23][N:24]=4)[CH3:29])[N:7]=3)[CH:13]=2)[CH2:16][CH2:15]1, predict the reactants needed to synthesize it.